Dataset: Catalyst prediction with 721,799 reactions and 888 catalyst types from USPTO. Task: Predict which catalyst facilitates the given reaction. Reactant: P(Br)(Br)([Br:3])=O.[CH:6]1([N:11]2[C:16]3[N:17]=[C:18]([S:21][CH3:22])[N:19]=[CH:20][C:15]=3[C:14](O)=[CH:13][C:12]2=[O:24])[CH2:10][CH2:9][CH2:8][CH2:7]1. Product: [Br:3][C:14]1[C:15]2[CH:20]=[N:19][C:18]([S:21][CH3:22])=[N:17][C:16]=2[N:11]([CH:6]2[CH2:10][CH2:9][CH2:8][CH2:7]2)[C:12](=[O:24])[CH:13]=1. The catalyst class is: 68.